Dataset: Forward reaction prediction with 1.9M reactions from USPTO patents (1976-2016). Task: Predict the product of the given reaction. (1) Given the reactants [CH3:1][N:2]1[C:7]2[C:8](C)=[CH:9][NH:10][C:6]=2[C:5](=[O:12])[N:4]([CH3:13])[C:3]1=[O:14].Br[CH2:16][C:17]([NH:19][C:20]1[S:21][CH:22]=[C:23]([C:25]2[CH:30]=[C:29]([F:31])[C:28]([O:32][CH2:33][C:34]([CH3:37])([CH3:36])[CH3:35])=[C:27]([F:38])[CH:26]=2)[N:24]=1)=[O:18].[H-].[Na+], predict the reaction product. The product is: [CH3:35][C:34]([CH3:37])([CH3:36])[CH2:33][O:32][C:28]1[C:29]([F:31])=[CH:30][C:25]([C:23]2[N:24]=[C:20]([NH:19][C:17](=[O:18])[CH2:16][N:10]3[C:6]4[C:5](=[O:12])[N:4]([CH3:13])[C:3](=[O:14])[N:2]([CH3:1])[C:7]=4[CH:8]=[CH:9]3)[S:21][CH:22]=2)=[CH:26][C:27]=1[F:38]. (2) Given the reactants [Br:1][C:2]1[N:7]=[CH:6][C:5]2[CH:8]=[C:9]([C:11]3[CH:12]=[N:13][N:14]([CH3:16])[CH:15]=3)[NH:10][C:4]=2[CH:3]=1.Br[C:18]1[CH:23]=[CH:22][C:21]([CH3:24])=[CH:20][N:19]=1.C(=O)([O-])[O-].[K+].[K+], predict the reaction product. The product is: [Br:1][C:2]1[N:7]=[CH:6][C:5]2[CH:8]=[C:9]([C:11]3[CH:12]=[N:13][N:14]([CH3:16])[CH:15]=3)[N:10]([C:18]3[CH:23]=[CH:22][C:21]([CH3:24])=[CH:20][N:19]=3)[C:4]=2[CH:3]=1. (3) The product is: [CH3:2][C:3]1([CH3:42])[CH2:8][CH2:7][CH:6]([C:9]2[C:13]([CH2:14][N:15]([CH3:27])[CH2:16][CH2:17][NH:18][CH3:19])=[CH:12][NH:11][N:10]=2)[CH2:5][C@@H:4]1[C:34]([NH:35][CH2:36][CH2:37][CH:38]([CH3:39])[CH3:40])=[O:41]. Given the reactants Cl.[CH3:2][C:3]1([CH3:42])[CH2:8][CH2:7][CH:6]([C:9]2[C:13]([CH2:14][N:15]([CH3:27])[CH2:16][CH2:17][N:18](C)[C:19](=O)OC(C)(C)C)=[CH:12][N:11](C3CCCCO3)[N:10]=2)[CH2:5][C@H:4]1[C:34](=[O:41])[NH:35][CH2:36][CH2:37][CH:38]([CH3:40])[CH3:39], predict the reaction product. (4) Given the reactants [C:1]([C:5]1[CH:6]=[C:7]([NH:16][C:17](=[O:25])OC2C=CC=CC=2)[CH:8]=[C:9]([NH:11][S:12]([CH3:15])(=[O:14])=[O:13])[CH:10]=1)([CH3:4])([CH3:3])[CH3:2].[NH2:26][C:27]1[C:36]2[C:31](=[CH:32][CH:33]=[CH:34][CH:35]=2)[C:30]([O:37][C:38]2[CH:43]=[CH:42][N:41]=[C:40]([NH:44][C:45]3[CH:50]=[CH:49][C:48]([P:51]([CH3:56])(=[O:55])[O:52][CH2:53][CH3:54])=[C:47]([O:57][CH3:58])[CH:46]=3)[CH:39]=2)=[CH:29][CH:28]=1.C(N(CC)CC)C.C(=O)(O)[O-].[NH4+], predict the reaction product. The product is: [C:1]([C:5]1[CH:6]=[C:7]([NH:16][C:17](=[O:25])[NH:26][C:27]2[C:36]3[C:31](=[CH:32][CH:33]=[CH:34][CH:35]=3)[C:30]([O:37][C:38]3[CH:43]=[CH:42][N:41]=[C:40]([NH:44][C:45]4[CH:50]=[CH:49][C:48]([P:51]([CH3:56])(=[O:55])[O:52][CH2:53][CH3:54])=[C:47]([O:57][CH3:58])[CH:46]=4)[CH:39]=3)=[CH:29][CH:28]=2)[CH:8]=[C:9]([NH:11][S:12]([CH3:15])(=[O:13])=[O:14])[CH:10]=1)([CH3:2])([CH3:3])[CH3:4]. (5) Given the reactants [Cl:1][C:2]1[N:10]=[CH:9][CH:8]=[CH:7][C:3]=1[C:4](Cl)=[O:5].C(=O)(O)[O-].[Na+].Cl.[CH3:17][NH:18][O:19][CH3:20].Cl, predict the reaction product. The product is: [Cl:1][C:2]1[N:10]=[CH:9][CH:8]=[CH:7][C:3]=1[C:4]([N:18]([O:19][CH3:20])[CH3:17])=[O:5]. (6) Given the reactants P(Br)(Br)[Br:2].[Cl:5][C:6]1[C:7]([CH3:14])=[C:8]([CH2:12]O)[CH:9]=[CH:10][CH:11]=1, predict the reaction product. The product is: [Br:2][CH2:12][C:8]1[CH:9]=[CH:10][CH:11]=[C:6]([Cl:5])[C:7]=1[CH3:14].